This data is from NCI-60 drug combinations with 297,098 pairs across 59 cell lines. The task is: Regression. Given two drug SMILES strings and cell line genomic features, predict the synergy score measuring deviation from expected non-interaction effect. (1) Drug 1: COC1=CC(=CC(=C1O)OC)C2C3C(COC3=O)C(C4=CC5=C(C=C24)OCO5)OC6C(C(C7C(O6)COC(O7)C8=CC=CS8)O)O. Drug 2: CS(=O)(=O)OCCCCOS(=O)(=O)C. Cell line: 786-0. Synergy scores: CSS=17.9, Synergy_ZIP=-3.88, Synergy_Bliss=-2.09, Synergy_Loewe=-8.17, Synergy_HSA=0.363. (2) Drug 1: CC12CCC3C(C1CCC2=O)CC(=C)C4=CC(=O)C=CC34C. Drug 2: CC1C(C(CC(O1)OC2CC(OC(C2O)C)OC3=CC4=CC5=C(C(=O)C(C(C5)C(C(=O)C(C(C)O)O)OC)OC6CC(C(C(O6)C)O)OC7CC(C(C(O7)C)O)OC8CC(C(C(O8)C)O)(C)O)C(=C4C(=C3C)O)O)O)O. Cell line: MALME-3M. Synergy scores: CSS=45.2, Synergy_ZIP=3.89, Synergy_Bliss=6.16, Synergy_Loewe=5.95, Synergy_HSA=5.03. (3) Drug 1: C1CCN(CC1)CCOC2=CC=C(C=C2)C(=O)C3=C(SC4=C3C=CC(=C4)O)C5=CC=C(C=C5)O. Drug 2: C(CCl)NC(=O)N(CCCl)N=O. Cell line: SK-MEL-5. Synergy scores: CSS=-4.28, Synergy_ZIP=6.28, Synergy_Bliss=5.73, Synergy_Loewe=-4.95, Synergy_HSA=-4.73. (4) Drug 1: C1=NNC2=C1C(=O)NC=N2. Drug 2: C(CN)CNCCSP(=O)(O)O. Cell line: OVCAR-5. Synergy scores: CSS=-0.551, Synergy_ZIP=0.402, Synergy_Bliss=0.594, Synergy_Loewe=-2.29, Synergy_HSA=-1.45. (5) Drug 1: CC12CCC3C(C1CCC2NC(=O)OCC(F)(F)F)CCC4C3(C=CC(=O)N4C)C. Drug 2: C1CC(CCC1OC2=C(C(=CC=C2)Cl)F)(CC3=NC(=CC=C3)NC4=NC=CS4)C(=O)O. Cell line: SW-620. Synergy scores: CSS=15.7, Synergy_ZIP=-2.10, Synergy_Bliss=2.37, Synergy_Loewe=-8.80, Synergy_HSA=2.38. (6) Drug 1: C1=CN(C(=O)N=C1N)C2C(C(C(O2)CO)O)O.Cl. Drug 2: CC(C)(C#N)C1=CC(=CC(=C1)CN2C=NC=N2)C(C)(C)C#N. Cell line: NCI-H226. Synergy scores: CSS=-4.44, Synergy_ZIP=-0.647, Synergy_Bliss=-4.24, Synergy_Loewe=-9.28, Synergy_HSA=-8.96. (7) Drug 1: C1CC(=O)NC(=O)C1N2C(=O)C3=CC=CC=C3C2=O. Cell line: SK-MEL-28. Synergy scores: CSS=10.2, Synergy_ZIP=-7.80, Synergy_Bliss=-13.1, Synergy_Loewe=-13.4, Synergy_HSA=-8.46. Drug 2: C1CCC(C(C1)N)N.C(=O)(C(=O)[O-])[O-].[Pt+4]. (8) Drug 1: C1CN1C2=NC(=NC(=N2)N3CC3)N4CC4. Drug 2: CNC(=O)C1=NC=CC(=C1)OC2=CC=C(C=C2)NC(=O)NC3=CC(=C(C=C3)Cl)C(F)(F)F. Cell line: HCT-15. Synergy scores: CSS=6.65, Synergy_ZIP=-17.1, Synergy_Bliss=-43.8, Synergy_Loewe=-38.5, Synergy_HSA=-43.5.